From a dataset of Forward reaction prediction with 1.9M reactions from USPTO patents (1976-2016). Predict the product of the given reaction. (1) Given the reactants C(Cl)Cl.[F:4][C:5](F)(F)[C:6]([C:16]([F:19])([F:18])[F:17])=[C:7](F)[C:8]([F:14])([F:13])[C:9]([F:12])([F:11])[F:10].CCN(CC)CC.[CH3:29][NH:30][NH2:31], predict the reaction product. The product is: [CH3:29][N:30]1[C:5]([F:4])=[C:6]([C:16]([F:19])([F:18])[F:17])[C:7]([C:8]([F:14])([F:13])[C:9]([F:12])([F:11])[F:10])=[N:31]1. (2) Given the reactants [C:1]([C:3]1[CH:4]=[C:5]2[C:10](=[CH:11][C:12]=1[O:13][C:14]1[CH:19]=[CH:18][C:17]([C:20](=[O:36])[NH:21][C:22]3[CH:23]=[C:24]([C:28]4[CH:33]=[CH:32][C:31]([CH3:34])=[C:30]([CH3:35])[CH:29]=4)[CH:25]=[CH:26][CH:27]=3)=[CH:16][CH:15]=1)[O:9][CH2:8][CH2:7][CH:6]2[C:37]([O:39]C)=[O:38])#[N:2].O[Li].O.O1CCOCC1.Cl, predict the reaction product. The product is: [C:1]([C:3]1[CH:4]=[C:5]2[C:10](=[CH:11][C:12]=1[O:13][C:14]1[CH:19]=[CH:18][C:17]([C:20](=[O:36])[NH:21][C:22]3[CH:23]=[C:24]([C:28]4[CH:33]=[CH:32][C:31]([CH3:34])=[C:30]([CH3:35])[CH:29]=4)[CH:25]=[CH:26][CH:27]=3)=[CH:16][CH:15]=1)[O:9][CH2:8][CH2:7][CH:6]2[C:37]([OH:39])=[O:38])#[N:2]. (3) The product is: [Cl:28][C:13]1[S:14][C:10]([C:9]#[C:8][C:5]2[CH:6]=[CH:7][C:2]([F:1])=[CH:3][CH:4]=2)=[C:11]([NH:15][C:16](=[O:22])[O:17][C:18]([CH3:19])([CH3:21])[CH3:20])[N:12]=1. Given the reactants [F:1][C:2]1[CH:7]=[CH:6][C:5]([C:8]#[C:9][C:10]2[S:14][CH:13]=[N:12][C:11]=2[NH:15][C:16](=[O:22])[O:17][C:18]([CH3:21])([CH3:20])[CH3:19])=[CH:4][CH:3]=1.[Li]CCCC.[Cl:28]N1C(=O)CCC1=O, predict the reaction product. (4) Given the reactants [OH:1][C:2]1[CH:3]=[C:4]2[C:8](=[CH:9][CH:10]=1)[C@H:7]([CH2:11][C:12]([O:14][CH2:15][CH3:16])=[O:13])[CH2:6][CH2:5]2.[H-].[Na+].[CH3:19][N:20]([CH3:24])[C:21](Cl)=[S:22].[NH4+].[Cl-], predict the reaction product. The product is: [CH3:19][N:20]([CH3:24])[C:21]([O:1][C:2]1[CH:3]=[C:4]2[C:8](=[CH:9][CH:10]=1)[C@H:7]([CH2:11][C:12]([O:14][CH2:15][CH3:16])=[O:13])[CH2:6][CH2:5]2)=[S:22]. (5) Given the reactants CN(C)C=O.[Br:6][C:7]1[CH:8]=[CH:9][C:10]([O:14][CH2:15][O:16][CH3:17])=[C:11]([OH:13])[CH:12]=1.C(=O)([O-])[O-].[K+].[K+].[CH:24]1(Br)[CH2:27][CH2:26][CH2:25]1, predict the reaction product. The product is: [Br:6][C:7]1[CH:8]=[CH:9][C:10]([O:14][CH2:15][O:16][CH3:17])=[C:11]([O:13][CH:24]2[CH2:27][CH2:26][CH2:25]2)[CH:12]=1.